Dataset: Reaction yield outcomes from USPTO patents with 853,638 reactions. Task: Predict the reaction yield, written as a fraction of the theoretical maximum amount of product (1.0 means a 100% yield; for example, 0.34 means a 34% yield). The reactants are [C:1]([O:5][C@@H:6]([C:12]1[C:13]([CH3:41])=[N:14][C:15]([CH3:40])=[C:16]([C:26]2[CH:31]=[CH:30][C:29]([O:32][CH2:33][C:34]3[CH:39]=[CH:38][N:37]=[CH:36][CH:35]=3)=[CH:28][CH:27]=2)[C:17]=1[N:18]1[CH2:23][CH2:22][C:21]([CH3:25])([CH3:24])[CH2:20][CH2:19]1)[C:7]([O:9]CC)=[O:8])([CH3:4])([CH3:3])[CH3:2].[OH-].[Na+]. The catalyst is CCO. The product is [C:1]([O:5][C@@H:6]([C:12]1[C:13]([CH3:41])=[N:14][C:15]([CH3:40])=[C:16]([C:26]2[CH:27]=[CH:28][C:29]([O:32][CH2:33][C:34]3[CH:35]=[CH:36][N:37]=[CH:38][CH:39]=3)=[CH:30][CH:31]=2)[C:17]=1[N:18]1[CH2:23][CH2:22][C:21]([CH3:25])([CH3:24])[CH2:20][CH2:19]1)[C:7]([OH:9])=[O:8])([CH3:4])([CH3:2])[CH3:3]. The yield is 0.820.